From a dataset of Full USPTO retrosynthesis dataset with 1.9M reactions from patents (1976-2016). Predict the reactants needed to synthesize the given product. (1) Given the product [CH3:19][S:15][C:12]1[NH:13][CH:14]=[C:9]([CH2:8][C:5]2[CH:4]=[CH:3][C:2](=[O:1])[NH:7][CH:6]=2)[C:10](=[O:16])[N:11]=1, predict the reactants needed to synthesize it. The reactants are: [O:1]=[C:2]1[NH:7][CH:6]=[C:5]([CH2:8][C:9]2[C:10](=[O:16])[NH:11][C:12](=[S:15])[NH:13][CH:14]=2)[CH:4]=[CH:3]1.[OH-].[K+].[CH3:19]I. (2) Given the product [CH3:10][NH:11][C:12]1[C:17]([NH:18][C:19]([C:21]2[CH:26]=[C:25]([Cl:27])[N:24]=[N:23][C:22]=2[S:9][CH2:7][CH3:8])=[O:20])=[CH:16][C:15]([C:29]([F:32])([F:31])[F:30])=[CH:14][N:13]=1, predict the reactants needed to synthesize it. The reactants are: CN(C=O)C.[Na].[CH2:7]([SH:9])[CH3:8].[CH3:10][NH:11][C:12]1[C:17]([NH:18][C:19]([C:21]2[CH:26]=[C:25]([Cl:27])[N:24]=[N:23][C:22]=2Cl)=[O:20])=[CH:16][C:15]([C:29]([F:32])([F:31])[F:30])=[CH:14][N:13]=1.C1COCC1. (3) Given the product [F:12][C:6]1[C:5]([F:13])=[C:4]2[C:9]([CH:10]=[CH:11][C:2]([CH:16]=[CH2:17])=[C:3]2[CH:14]=[O:15])=[CH:8][CH:7]=1, predict the reactants needed to synthesize it. The reactants are: Br[C:2]1[CH:11]=[CH:10][C:9]2[C:4](=[C:5]([F:13])[C:6]([F:12])=[CH:7][CH:8]=2)[C:3]=1[CH:14]=[O:15].[CH:16]([Sn](C=C)(C=C)C=C)=[CH2:17].O. (4) Given the product [CH2:15]([O:1][CH2:2][CH2:3][N:4]([CH3:12])[C:5](=[O:11])[O:6][C:7]([CH3:8])([CH3:9])[CH3:10])[C:16]1[CH:21]=[CH:20][CH:19]=[CH:18][CH:17]=1, predict the reactants needed to synthesize it. The reactants are: [OH:1][CH2:2][CH2:3][N:4]([CH3:12])[C:5](=[O:11])[O:6][C:7]([CH3:10])([CH3:9])[CH3:8].[H-].[Na+].[CH2:15](Br)[C:16]1[CH:21]=[CH:20][CH:19]=[CH:18][CH:17]=1. (5) Given the product [Cl:28][CH:23]([CH2:22][C:19]1[CH:20]=[CH:21][C:16]([CH2:15][CH2:14][O:13][C:12]2[CH:11]=[CH:10][C:9]([OH:8])=[CH:30][CH:29]=2)=[CH:17][CH:18]=1)[C:24]([O:26][CH3:27])=[O:25], predict the reactants needed to synthesize it. The reactants are: C([O:8][C:9]1[CH:30]=[CH:29][C:12]([O:13][CH2:14][CH2:15][C:16]2[CH:21]=[CH:20][C:19]([CH2:22][CH:23]([Cl:28])[C:24]([O:26][CH3:27])=[O:25])=[CH:18][CH:17]=2)=[CH:11][CH:10]=1)C1C=CC=CC=1.CSC.B(F)(F)F.CCOCC.O.